From a dataset of Peptide-MHC class I binding affinity with 185,985 pairs from IEDB/IMGT. Regression. Given a peptide amino acid sequence and an MHC pseudo amino acid sequence, predict their binding affinity value. This is MHC class I binding data. (1) The peptide sequence is LYALITEQF. The MHC is HLA-A23:01 with pseudo-sequence HLA-A23:01. The binding affinity (normalized) is 0.905. (2) The binding affinity (normalized) is 0. The peptide sequence is LSPRTLNAW. The MHC is HLA-B35:01 with pseudo-sequence HLA-B35:01. (3) The peptide sequence is EALAMCLPY. The MHC is HLA-B07:02 with pseudo-sequence HLA-B07:02. The binding affinity (normalized) is 0.209. (4) The peptide sequence is LPFERATVM. The MHC is HLA-B07:02 with pseudo-sequence HLA-B07:02. The binding affinity (normalized) is 0.290. (5) The peptide sequence is IVIYIVQML. The MHC is Mamu-A70103 with pseudo-sequence Mamu-A70103. The binding affinity (normalized) is 0.0933. (6) The peptide sequence is GQVQLKKPY. The MHC is HLA-A02:01 with pseudo-sequence HLA-A02:01. The binding affinity (normalized) is 0.0847. (7) The peptide sequence is RTMSYKLAIDM. The MHC is Mamu-B08 with pseudo-sequence Mamu-B08. The binding affinity (normalized) is 0.167.